From a dataset of Forward reaction prediction with 1.9M reactions from USPTO patents (1976-2016). Predict the product of the given reaction. (1) Given the reactants [CH3:1][C:2]1[CH:3]=[C:4]([CH:9]=[CH:10][C:11]=1[O:12][CH:13]1[CH2:16][O:15][CH2:14]1)[C:5]([O:7]C)=[O:6].[OH-].[Na+].Cl, predict the reaction product. The product is: [CH3:1][C:2]1[CH:3]=[C:4]([CH:9]=[CH:10][C:11]=1[O:12][CH:13]1[CH2:14][O:15][CH2:16]1)[C:5]([OH:7])=[O:6]. (2) Given the reactants [Cl-].[Al+3].[Cl-].[Cl-].[Br:5][C:6]1[CH:15]=[CH:14][C:9]2[O:10][CH2:11][CH2:12][O:13][C:8]=2[CH:7]=1.Cl[C:17](=[O:23])[C:18]([O:20][CH2:21][CH3:22])=[O:19], predict the reaction product. The product is: [Br:5][C:6]1[C:15]([C:17](=[O:23])[C:18]([O:20][CH2:21][CH3:22])=[O:19])=[CH:14][C:9]2[O:10][CH2:11][CH2:12][O:13][C:8]=2[CH:7]=1.